Predict the product of the given reaction. From a dataset of Forward reaction prediction with 1.9M reactions from USPTO patents (1976-2016). (1) Given the reactants [NH2:1][C:2]1[N:7]=[C:6]([N:8]2[CH2:13][CH2:12][O:11][CH2:10][CH2:9]2)[N:5]=[C:4]([O:14][CH2:15][C:16]([CH3:19])([OH:18])[CH3:17])[CH:3]=1.N1C=CN=C1.[Si:25](Cl)([C:28]([CH3:31])([CH3:30])[CH3:29])([CH3:27])[CH3:26].C(OCC)(=O)C, predict the reaction product. The product is: [C:28]([Si:25]([CH3:27])([CH3:26])[O:18][C:16]([CH3:19])([CH3:17])[CH2:15][O:14][C:4]1[N:5]=[C:6]([N:8]2[CH2:13][CH2:12][O:11][CH2:10][CH2:9]2)[N:7]=[C:2]([NH2:1])[CH:3]=1)([CH3:31])([CH3:30])[CH3:29]. (2) Given the reactants [F:1][C:2]([F:22])([F:21])[C:3]1[CH:4]=[C:5]([C:9]2[N:10]=[C:11]3[C:16]([C:17]([OH:19])=O)=[CH:15][CH:14]=[CH:13][N:12]3[CH:20]=2)[CH:6]=[CH:7][CH:8]=1.[O:23]1[CH2:28][CH2:27][N:26]([CH2:29][C:30]2[N:31]=[C:32]([NH2:35])[S:33][CH:34]=2)[CH2:25][CH2:24]1, predict the reaction product. The product is: [O:23]1[CH2:28][CH2:27][N:26]([CH2:29][C:30]2[N:31]=[C:32]([NH:35][C:17]([C:16]3[C:11]4[N:12]([CH:20]=[C:9]([C:5]5[CH:6]=[CH:7][CH:8]=[C:3]([C:2]([F:21])([F:22])[F:1])[CH:4]=5)[N:10]=4)[CH:13]=[CH:14][CH:15]=3)=[O:19])[S:33][CH:34]=2)[CH2:25][CH2:24]1. (3) Given the reactants Cl[C:2]1[C:3]2[N:10]=[C:9]([CH2:11][CH2:12][C:13]3[CH:18]=[CH:17][CH:16]=[CH:15][CH:14]=3)[S:8][C:4]=2[N:5]=[CH:6][N:7]=1.[CH:19]([O:22][C:23]1[CH:31]=[C:30]2[C:26]([CH:27]=[N:28][NH:29]2)=[CH:25][C:24]=1[NH2:32])([CH3:21])[CH3:20], predict the reaction product. The product is: [C:13]1([CH2:12][CH2:11][C:9]2[S:8][C:4]3[N:5]=[CH:6][N:7]=[C:2]([NH:32][C:24]4[CH:25]=[C:26]5[C:30](=[CH:31][C:23]=4[O:22][CH:19]([CH3:21])[CH3:20])[NH:29][N:28]=[CH:27]5)[C:3]=3[N:10]=2)[CH:18]=[CH:17][CH:16]=[CH:15][CH:14]=1.